This data is from Full USPTO retrosynthesis dataset with 1.9M reactions from patents (1976-2016). The task is: Predict the reactants needed to synthesize the given product. (1) Given the product [CH:20]1(/[CH:26]=[CH:27]/[C:8]2[C:7]([C:14]#[N:15])=[C:6]([OH:16])[C:5]([OH:4])=[CH:10][C:9]=2[C:11]#[N:12])[CH2:25][CH2:24][CH2:23][CH2:22][CH2:21]1, predict the reactants needed to synthesize it. The reactants are: C([O:4][C:5]1[CH:10]=[C:9]([C:11]#[N:12])[C:8](Br)=[C:7]([C:14]#[N:15])[C:6]=1[O:16]C(=O)C)(=O)C.[CH:20]1([CH:26]=[CH:27]B(O)O)[CH2:25][CH2:24][CH2:23][CH2:22][CH2:21]1. (2) The reactants are: [CH3:1][C:2]([CH3:29])([CH3:28])[CH:3]([C:18]1[CH:27]=[CH:26][C:21]([C:22]([O:24][CH3:25])=[O:23])=[CH:20][CH:19]=1)[C:4]1[CH:9]=[CH:8][C:7]([C:10]#[C:11][C:12]2[CH:17]=[CH:16][CH:15]=[CH:14][N:13]=2)=[CH:6][CH:5]=1. Given the product [CH3:1][C:2]([CH3:29])([CH3:28])[CH:3]([C:18]1[CH:19]=[CH:20][C:21]([C:22]([O:24][CH3:25])=[O:23])=[CH:26][CH:27]=1)[C:4]1[CH:5]=[CH:6][C:7]([CH2:10][CH2:11][C:12]2[CH:17]=[CH:16][CH:15]=[CH:14][N:13]=2)=[CH:8][CH:9]=1, predict the reactants needed to synthesize it. (3) Given the product [CH3:76][N:66]([C:52]1[CH:53]=[C:54]([O:58][CH2:59][CH2:60][CH2:61][S:27]([CH3:30])(=[O:28])=[O:29])[CH:55]=[C:56]2[C:51]=1[NH:50][C:49]([C:47]1[S:43][CH:44]([CH2:77][N:78]3[CH2:79][CH2:80][N:81]([S:84]([CH3:87])(=[O:85])=[O:86])[CH2:82][CH2:83]3)[CH2:45][N:46]=1)=[CH:57]2)[S:67]([C:70]1[CH:75]=[CH:74][CH:73]=[CH:72][N:71]=1)(=[O:68])=[O:69], predict the reactants needed to synthesize it. The reactants are: C1(P(=O)(C2C=CC=CC=2)C2C=CC=CC=2)C=CC=CC=1.F[C:30](F)(F)[S:27](O[S:27]([C:30](F)(F)F)(=[O:29])=[O:28])(=[O:29])=[O:28].C([S:43][CH:44]([CH2:77][N:78]1[CH2:83][CH2:82][N:81]([S:84]([CH3:87])(=[O:86])=[O:85])[CH2:80][CH2:79]1)[CH2:45][NH:46][C:47]([C:49]1[NH:50][C:51]2[C:56]([CH:57]=1)=[CH:55][C:54]([O:58][CH2:59][CH2:60][CH2:61]S(C)(=O)=O)=[CH:53][C:52]=2[N:66]([CH3:76])[S:67]([C:70]1[CH:75]=[CH:74][CH:73]=[CH:72][N:71]=1)(=[O:69])=[O:68])=O)C1C=CC=CC=1. (4) Given the product [N:4]1[CH:3]=[N:2][N:6]2[CH:7]=[C:8]([CH2:11][N:12]3[C:20]4[C:15](=[CH:16][CH:17]=[CH:18][CH:19]=4)[C:14]4([C:32]5[C:23](=[CH:24][C:25]6[O:30][CH2:29][CH2:28][O:27][C:26]=6[CH:31]=5)[O:22][CH2:21]4)[C:13]3=[O:33])[CH:9]=[CH:10][C:5]=12, predict the reactants needed to synthesize it. The reactants are: O[N:2]=[CH:3][NH:4][C:5]1[CH:10]=[CH:9][C:8]([CH2:11][N:12]2[C:20]3[C:15](=[CH:16][CH:17]=[CH:18][CH:19]=3)[C:14]3([C:32]4[C:23](=[CH:24][C:25]5[O:30][CH2:29][CH2:28][O:27][C:26]=5[CH:31]=4)[O:22][CH2:21]3)[C:13]2=[O:33])=[CH:7][N:6]=1.FC(F)(F)C(OC(=O)C(F)(F)F)=O. (5) Given the product [N:1]1([C:16]([O:18][C:19]([CH3:22])([CH3:21])[CH3:20])=[O:17])[CH2:2][CH2:3][C:4]2([CH:15]3[O:29][CH:14]3[C:13]3[CH:12]=[CH:11][CH:10]=[CH:9][C:8]=3[O:7]2)[CH2:5][CH2:6]1, predict the reactants needed to synthesize it. The reactants are: [N:1]1([C:16]([O:18][C:19]([CH3:22])([CH3:21])[CH3:20])=[O:17])[CH2:6][CH2:5][C:4]2([CH:15]=[CH:14][C:13]3[C:8](=[CH:9][CH:10]=[CH:11][CH:12]=3)[O:7]2)[CH2:3][CH2:2]1.N1C=CC=CC=1.[OH:29]O.Cl[O-].[Na+]. (6) Given the product [C:1]([O:9][CH2:10][CH2:11][O:12][CH2:13][CH2:14][N:15]1[C:23]2[C:22]([O:32][C:29]3[CH:30]=[CH:31][C:26]([NH2:25])=[C:27]([Cl:33])[CH:28]=3)=[N:21][CH:20]=[N:19][C:18]=2[CH:17]=[CH:16]1)(=[O:8])[C:2]1[CH:7]=[CH:6][CH:5]=[CH:4][CH:3]=1, predict the reactants needed to synthesize it. The reactants are: [C:1]([O:9][CH2:10][CH2:11][O:12][CH2:13][CH2:14][N:15]1[C:23]2[C:22](Cl)=[N:21][CH:20]=[N:19][C:18]=2[CH:17]=[CH:16]1)(=[O:8])[C:2]1[CH:7]=[CH:6][CH:5]=[CH:4][CH:3]=1.[NH2:25][C:26]1[CH:31]=[CH:30][C:29]([OH:32])=[CH:28][C:27]=1[Cl:33].C(=O)([O-])[O-].[K+].[K+].CN1CCCC1=O. (7) Given the product [CH3:45][O:44][C:42]([C:35]1[N:36]([CH2:3][C:2](=[O:10])[NH2:1])[C:37]2[C:33]([C:34]=1[C:46]1[CH:47]=[CH:48][C:49]([O:52][CH3:53])=[CH:50][CH:51]=1)=[CH:32][C:31]([O:30][CH3:29])=[C:39]([O:40][CH3:41])[CH:38]=2)=[O:43], predict the reactants needed to synthesize it. The reactants are: [NH:1]1CCC[CH2:3][CH2:2]1.BrCC(O)=[O:10].C1(N=C=NC2CCCCC2)CCCCC1.[H-].[Na+].[CH3:29][O:30][C:31]1[CH:32]=[C:33]2[C:37](=[CH:38][C:39]=1[O:40][CH3:41])[NH:36][C:35]([C:42]([O:44][CH3:45])=[O:43])=[C:34]2[C:46]1[CH:51]=[CH:50][C:49]([O:52][CH3:53])=[CH:48][CH:47]=1.C(O)(C(F)(F)F)=O. (8) Given the product [Cl:1][C:2]1[C:7]([C:8]2[CH:9]=[CH:10][CH:11]=[CH:12][CH:13]=2)=[N:6][N:5]=[C:4]2[N:14]([CH2:24][C:25]([N:27]3[CH2:32][CH2:31][CH2:29][CH2:28]3)=[O:26])[N:15]=[C:16]([C:17]3[CH:22]=[CH:21][CH:20]=[C:19]([F:33])[CH:18]=3)[C:3]=12, predict the reactants needed to synthesize it. The reactants are: [Cl:1][C:2]1[C:7]([C:8]2[CH:13]=[CH:12][CH:11]=[CH:10][CH:9]=2)=[N:6][N:5]=[C:4]2[N:14]([CH2:24][C:25]([N:27]3[CH2:32][CH2:31]O[CH2:29][CH2:28]3)=[O:26])[N:15]=[C:16]([C:17]3[CH:22]=[CH:21][C:20](F)=[CH:19][CH:18]=3)[C:3]=12.[F:33]C1C=C(C=CC=1)C(CC#N)=O.N1CCCC1.